From a dataset of Reaction yield outcomes from USPTO patents with 853,638 reactions. Predict the reaction yield, written as a fraction of the theoretical maximum amount of product (1.0 means a 100% yield; for example, 0.34 means a 34% yield). (1) The reactants are [CH3:1][O:2][C:3](=[O:18])[C:4]1[CH:9]=[CH:8][C:7]([C:10]2[CH:11]=[N:12][C:13]([NH2:17])=[C:14]([OH:16])[CH:15]=2)=[CH:6][CH:5]=1.C(N(CC)C(C)C)(C)C.[CH3:28][C:29]1[CH:34]=[CH:33][C:32]([S:35](Cl)(=[O:37])=[O:36])=[CH:31][CH:30]=1. The catalyst is C(Cl)Cl.CN(C1C=CN=CC=1)C. The product is [CH3:1][O:2][C:3](=[O:18])[C:4]1[CH:5]=[CH:6][C:7]([C:10]2[CH:11]=[N:12][C:13]([NH2:17])=[C:14]([O:16][S:35]([C:32]3[CH:33]=[CH:34][C:29]([CH3:28])=[CH:30][CH:31]=3)(=[O:37])=[O:36])[CH:15]=2)=[CH:8][CH:9]=1. The yield is 0.880. (2) The reactants are [Cl:1][C:2]1[CH:8]=[CH:7][C:5]([NH2:6])=[C:4]([F:9])[CH:3]=1.[I:10]I. The catalyst is C(O)C.C(Cl)Cl.S([O-])([O-])(=O)=O.[Ag+2]. The product is [Cl:1][C:2]1[CH:8]=[C:7]([I:10])[C:5]([NH2:6])=[C:4]([F:9])[CH:3]=1. The yield is 0.870.